Dataset: Full USPTO retrosynthesis dataset with 1.9M reactions from patents (1976-2016). Task: Predict the reactants needed to synthesize the given product. (1) Given the product [CH2:1]([O:3][C:4](=[O:31])[CH:5]([C:24]1[CH:25]=[N:26][C:27]([CH3:30])=[N:28][CH:29]=1)[CH2:6][CH2:7][CH2:8][CH2:9][CH2:10][CH2:11][CH2:12][C:13]1[CH:22]=[CH:21][C:20]2[CH2:19][CH2:18][CH2:17][NH:16][C:15]=2[N:14]=1)[CH3:2], predict the reactants needed to synthesize it. The reactants are: [CH2:1]([O:3][C:4](=[O:31])[CH:5]([C:24]1[CH:25]=[N:26][C:27]([CH3:30])=[N:28][CH:29]=1)[CH2:6][CH2:7][C:8](=O)[CH2:9][CH2:10][CH2:11][CH2:12][C:13]1[CH:22]=[CH:21][C:20]2[CH2:19][CH2:18][CH2:17][NH:16][C:15]=2[N:14]=1)[CH3:2].CCN(S(F)(F)F)CC.C([O-])(O)=O.[Na+]. (2) Given the product [C:1]1([C:7]2[CH:16]=[CH:15][CH:14]=[C:13]3[C:8]=2[C:9]([NH:31][CH2:32][C:33]2[CH:38]=[CH:37][CH:36]=[CH:35][N:34]=2)=[N:10][C:11]([C:17]2[CH:18]=[C:19]([S:23]([NH:26][P:27](=[O:28])([O-:29])[O-:30])(=[O:24])=[O:25])[CH:20]=[N:21][CH:22]=2)=[N:12]3)[CH:2]=[CH:3][CH:4]=[CH:5][CH:6]=1.[Na+:40].[Na+:40].[Na+:40], predict the reactants needed to synthesize it. The reactants are: [C:1]1([C:7]2[CH:16]=[CH:15][CH:14]=[C:13]3[C:8]=2[C:9]([NH:31][CH2:32][C:33]2[CH:38]=[CH:37][CH:36]=[CH:35][N:34]=2)=[N:10][C:11]([C:17]2[CH:18]=[C:19]([S:23]([NH:26][P:27](=[O:30])([OH:29])[OH:28])(=[O:25])=[O:24])[CH:20]=[N:21][CH:22]=2)=[N:12]3)[CH:6]=[CH:5][CH:4]=[CH:3][CH:2]=1.[OH-].[Na+:40]. (3) Given the product [Si:1]([O:8][C@@H:9]1[C:13]2([CH2:14][CH2:15]2)[C:12](=[O:16])[N:11]([C:19]2[CH:26]=[CH:25][C:22]([C:23]#[N:24])=[C:21]([O:27][CH3:28])[CH:20]=2)[C@H:10]1[CH3:17])([C:4]([CH3:7])([CH3:6])[CH3:5])([CH3:3])[CH3:2], predict the reactants needed to synthesize it. The reactants are: [Si:1]([O:8][CH:9]1[C:13]2([CH2:15][CH2:14]2)[C:12](=[O:16])[NH:11][C@H:10]1[CH3:17])([C:4]([CH3:7])([CH3:6])[CH3:5])([CH3:3])[CH3:2].Br[C:19]1[CH:26]=[CH:25][C:22]([C:23]#[N:24])=[C:21]([O:27][CH3:28])[CH:20]=1.C(=O)([O-])[O-].[Cs+].[Cs+].C1(P(C2C=CC=CC=2)C2C3OC4C(=CC=CC=4P(C4C=CC=CC=4)C4C=CC=CC=4)C(C)(C)C=3C=CC=2)C=CC=CC=1. (4) The reactants are: [S:1]1[C:5]2[CH:6]=[CH:7][CH:8]=[C:9]([O:10][C:11]3[CH:16]=[CH:15][C:14]([NH:17][C:18]4[C:19]5[N:26]([CH2:27][CH2:28][NH:29][C:30](=[O:32])[CH3:31])[CH:25]=[CH:24][C:20]=5[N:21]=[CH:22][N:23]=4)=[CH:13][C:12]=3[Cl:33])[C:4]=2[CH:3]=[CH:2]1.[CH3:34][S:35]([OH:38])(=[O:37])=[O:36].C(OCC)C. Given the product [CH3:34][S:35]([OH:38])(=[O:37])=[O:36].[S:1]1[C:5]2[CH:6]=[CH:7][CH:8]=[C:9]([O:10][C:11]3[CH:16]=[CH:15][C:14]([NH:17][C:18]4[C:19]5[N:26]([CH2:27][CH2:28][NH:29][C:30](=[O:32])[CH3:31])[CH:25]=[CH:24][C:20]=5[N:21]=[CH:22][N:23]=4)=[CH:13][C:12]=3[Cl:33])[C:4]=2[CH:3]=[CH:2]1, predict the reactants needed to synthesize it. (5) Given the product [CH3:1][O:2][C:3]1[C:12]([NH:13][C:14]([N:36]2[CH2:35][CH2:34][N:33]([C:27]3[CH:26]=[C:25]([O:24][CH3:23])[CH:30]=[C:29]([O:31][CH3:32])[CH:28]=3)[CH2:38][CH2:37]2)=[O:22])=[CH:11][C:10]2[C:5](=[CH:6][CH:7]=[CH:8][CH:9]=2)[CH:4]=1, predict the reactants needed to synthesize it. The reactants are: [CH3:1][O:2][C:3]1[C:12]([NH:13][C:14](=[O:22])OC2C=CC=CC=2)=[CH:11][C:10]2[C:5](=[CH:6][CH:7]=[CH:8][CH:9]=2)[CH:4]=1.[CH3:23][O:24][C:25]1[CH:26]=[C:27]([N:33]2[CH2:38][CH2:37][NH:36][CH2:35][CH2:34]2)[CH:28]=[C:29]([O:31][CH3:32])[CH:30]=1. (6) Given the product [NH2:1][C:2]1[CH:7]=[CH:6][CH:5]=[CH:4][C:3]=1[NH:8][C:9]([C:10]1[CH:15]=[CH:14][C:13]([CH2:16][N:17]2[CH2:25][C:24]3[C:19](=[CH:20][CH:21]=[CH:22][C:23]=3[C:36]3[CH:37]=[C:32]([CH:33]=[CH:34][CH:35]=3)[C:29]([NH2:30])=[O:31])[C:18]2=[O:27])=[CH:12][CH:11]=1)=[O:28], predict the reactants needed to synthesize it. The reactants are: [NH2:1][C:2]1[CH:7]=[CH:6][CH:5]=[CH:4][C:3]=1[NH:8][C:9](=[O:28])[C:10]1[CH:15]=[CH:14][C:13]([CH2:16][N:17]2[CH2:25][C:24]3[C:19](=[CH:20][CH:21]=[CH:22][C:23]=3Br)[C:18]2=[O:27])=[CH:12][CH:11]=1.[C:29]([C:32]1[CH:33]=[C:34](B(O)O)[CH:35]=[CH:36][CH:37]=1)(=[O:31])[NH2:30]. (7) Given the product [OH:1][CH:2]([C:7]1[CH:15]=[CH:14][CH:13]=[CH:12][C:8]=1[C:9]([OH:11])=[O:10])[CH2:3][CH2:4][CH2:5][CH3:6], predict the reactants needed to synthesize it. The reactants are: [OH:1][CH:2]([C:7]1[CH:15]=[CH:14][CH:13]=[CH:12][C:8]=1[C:9]([O-:11])=[O:10])[CH2:3][CH2:4][CH2:5][CH3:6].[Na].[K]. (8) Given the product [OH:38][C:37]([C:36]1[N:32]([CH3:31])[CH:33]=[N:34][CH:35]=1)([C:2]1[CH:3]=[C:4]2[C:9](=[CH:10][CH:11]=1)[N:8]=[C:7]([C:12]([F:13])([F:15])[F:14])[C:6]([C:16]1[CH:17]=[CH:18][CH:19]=[CH:20][CH:21]=1)=[C:5]2[C:22]([F:23])([F:24])[F:25])[CH:39]1[CH2:44][CH2:43][N:42]([C:45](=[O:47])[CH3:26])[CH2:41][CH2:40]1, predict the reactants needed to synthesize it. The reactants are: Br[C:2]1[CH:3]=[C:4]2[C:9](=[CH:10][CH:11]=1)[N:8]=[C:7]([C:12]([F:15])([F:14])[F:13])[C:6]([C:16]1[CH:21]=[CH:20][CH:19]=[CH:18][CH:17]=1)=[C:5]2[C:22]([F:25])([F:24])[F:23].[CH:26]([Mg]Cl)(C)C.[CH3:31][N:32]1[C:36]([C:37]([CH:39]2[CH2:44][CH2:43][N:42]([C:45]([O:47]C(C)(C)C)=O)[CH2:41][CH2:40]2)=[O:38])=[CH:35][N:34]=[CH:33]1.